This data is from Reaction yield outcomes from USPTO patents with 853,638 reactions. The task is: Predict the reaction yield, written as a fraction of the theoretical maximum amount of product (1.0 means a 100% yield; for example, 0.34 means a 34% yield). (1) The reactants are Br[C:2]1[CH:7]=[CH:6][C:5]([C:8]2[N:12]([CH2:13][C@@H:14]3[CH2:18][CH2:17][N:16]([C:19]([CH:21]4[CH2:23][CH2:22]4)=[O:20])[CH2:15]3)[C:11]([CH3:24])=[N:10][N:9]=2)=[CH:4][CH:3]=1.[Cl:25][C:26]1[CH:31]=[C:30]([Cl:32])[CH:29]=[CH:28][C:27]=1B(O)O. The catalyst is COCCOC.C1C=CC([P]([Pd]([P](C2C=CC=CC=2)(C2C=CC=CC=2)C2C=CC=CC=2)([P](C2C=CC=CC=2)(C2C=CC=CC=2)C2C=CC=CC=2)[P](C2C=CC=CC=2)(C2C=CC=CC=2)C2C=CC=CC=2)(C2C=CC=CC=2)C2C=CC=CC=2)=CC=1. The product is [CH:21]1([C:19]([N:16]2[CH2:17][CH2:18][C@@H:14]([CH2:13][N:12]3[C:11]([CH3:24])=[N:10][N:9]=[C:8]3[C:5]3[CH:6]=[CH:7][C:2]([C:29]4[CH:28]=[CH:27][C:26]([Cl:25])=[CH:31][C:30]=4[Cl:32])=[CH:3][CH:4]=3)[CH2:15]2)=[O:20])[CH2:23][CH2:22]1. The yield is 0.900. (2) The yield is 0.740. The product is [N:1]1[CH:6]=[CH:5][CH:4]=[CH:3][C:2]=1[CH2:7][N:8]1[C:16]2[C:11](=[CH:12][C:13]([NH:17][C:18]3[C:27]4[C:22](=[CH:23][CH:24]=[CH:25][C:26]=4[O:28][C@H:30]([CH3:35])[C:31]([O:33][CH3:34])=[O:32])[N:21]=[CH:20][N:19]=3)=[CH:14][CH:15]=2)[CH:10]=[N:9]1. The catalyst is C(Cl)Cl. The reactants are [N:1]1[CH:6]=[CH:5][CH:4]=[CH:3][C:2]=1[CH2:7][N:8]1[C:16]2[C:11](=[CH:12][C:13]([NH:17][C:18]3[C:27]4[C:26]([OH:28])=[CH:25][CH:24]=[CH:23][C:22]=4[N:21]=[CH:20][N:19]=3)=[CH:14][CH:15]=2)[CH:10]=[N:9]1.O[C@@H:30]([CH3:35])[C:31]([O:33][CH3:34])=[O:32].C1(P(C2C=CC=CC=2)C2C=CC=CC=2)C=CC=CC=1. (3) The reactants are [Cl:1][C:2]1[CH:7]=[C:6]2[CH2:8][O:9][C:10]3[CH:37]=[C:36]4[C:13]([CH:14]=[CH:15][C:16]5[N:20]=[C:19]([C@@H:21]6[CH2:25][C@H:24]([O:26][CH2:27][CH3:28])[CH2:23][N:22]6[C:29](OC(C)(C)C)=[O:30])[NH:18][C:17]=54)=[CH:12][C:11]=3[C:5]2=[CH:4][CH:3]=1.Cl.[CH3:39][O:40][C:41]([NH:43][C@@H:44]([CH:48]([CH3:50])[CH3:49])C(O)=O)=[O:42].CN(C(ON1N=NC2C=CC=NC1=2)=[N+](C)C)C.F[P-](F)(F)(F)(F)F.CCN(C(C)C)C(C)C. The catalyst is C(Cl)Cl.CO. The product is [CH3:39][O:40][C:41](=[O:42])[NH:43][C@@H:44]([CH:48]([CH3:50])[CH3:49])[C:29]([N:22]1[CH2:23][C@@H:24]([O:26][CH2:27][CH3:28])[CH2:25][C@H:21]1[C:19]1[NH:18][C:17]2[C:36]3[C:13]([CH:14]=[CH:15][C:16]=2[N:20]=1)=[CH:12][C:11]1[C:5]2[C:6]([CH2:8][O:9][C:10]=1[CH:37]=3)=[CH:7][C:2]([Cl:1])=[CH:3][CH:4]=2)=[O:30]. The yield is 0.900. (4) The reactants are [CH3:1][O:2][C:3]([C:5]1[CH:10]=[C:9]([NH2:11])[N:8]=[C:7]([C:12]2[CH:17]=[CH:16][C:15]([Cl:18])=[C:14]([O:19][CH3:20])[C:13]=2[F:21])[N:6]=1)=[O:4].[B-](F)(F)(F)[F:23].[B-](F)(F)(F)F.C1[N+]2(CCl)CC[N+](F)(CC2)C1. The catalyst is C(#N)C. The product is [CH3:1][O:2][C:3]([C:5]1[C:10]([F:23])=[C:9]([NH2:11])[N:8]=[C:7]([C:12]2[CH:17]=[CH:16][C:15]([Cl:18])=[C:14]([O:19][CH3:20])[C:13]=2[F:21])[N:6]=1)=[O:4]. The yield is 0.0320. (5) The reactants are [CH:1]1([C:4]2[O:5][C:6]3[C:12]([I:13])=[CH:11][C:10]([N+:14]([O-])=O)=[CH:9][C:7]=3[CH:8]=2)[CH2:3][CH2:2]1.[NH4+].[Cl-].C(Cl)Cl. The catalyst is CO.[Fe]. The product is [CH:1]1([C:4]2[O:5][C:6]3[C:12]([I:13])=[CH:11][C:10]([NH2:14])=[CH:9][C:7]=3[CH:8]=2)[CH2:3][CH2:2]1. The yield is 0.830. (6) The reactants are [C:1]([O:5][C:6]([N:8]1[CH2:11][CH2:10][C@H:9]1[CH2:12][OH:13])=[O:7])([CH3:4])([CH3:3])[CH3:2].[CH3:14]I.[H-].[Na+]. The catalyst is CN(C)C=O. The product is [C:1]([O:5][C:6]([N:8]1[CH2:11][CH2:10][C@H:9]1[CH2:12][O:13][CH3:14])=[O:7])([CH3:4])([CH3:3])[CH3:2]. The yield is 0.930. (7) The catalyst is OS(O)(=O)=O. The reactants are [CH3:1][O:2][C:3]([C:5]1[C:13]2[NH:12][C:11]([NH2:14])=[N:10][C:9]=2[CH:8]=[CH:7][CH:6]=1)=[O:4].[N+:15]([O-])([O-:17])=[O:16].[K+].N. The yield is 0.700. The product is [CH3:1][O:2][C:3]([C:5]1[C:13]2[N:12]=[C:11]([NH2:14])[NH:10][C:9]=2[CH:8]=[C:7]([N+:15]([O-:17])=[O:16])[CH:6]=1)=[O:4]. (8) The reactants are [CH2:1]([N:5]1[C:14]([CH2:15][NH:16]C(=O)OC(C)(C)C)=[C:13]([C:24]2[CH:29]=[CH:28][CH:27]=[CH:26][CH:25]=2)[C:12]2[C:7](=[CH:8][CH:9]=[C:10]([C:30]3[O:34][CH:33]=[N:32][CH:31]=3)[CH:11]=2)[C:6]1=[O:35])[CH:2]([CH3:4])[CH3:3].[ClH:36]. The catalyst is CO.C(OCC)(=O)C. The product is [ClH:36].[NH2:16][CH2:15][C:14]1[N:5]([CH2:1][CH:2]([CH3:4])[CH3:3])[C:6](=[O:35])[C:7]2[C:12]([C:13]=1[C:24]1[CH:29]=[CH:28][CH:27]=[CH:26][CH:25]=1)=[CH:11][C:10]([C:30]1[O:34][CH:33]=[N:32][CH:31]=1)=[CH:9][CH:8]=2. The yield is 0.690.